Dataset: Reaction yield outcomes from USPTO patents with 853,638 reactions. Task: Predict the reaction yield, written as a fraction of the theoretical maximum amount of product (1.0 means a 100% yield; for example, 0.34 means a 34% yield). (1) The reactants are [CH3:1][O-:2].[Na+].[CH3:4][CH:5]1[CH:14]2[C:9]([C:16]3[CH:21]=[CH:20][CH:19]=[CH:18][CH:17]=3)([C:10](=[O:15])[CH2:11][CH2:12][CH2:13]2)[CH2:8][CH2:7][C:6]21[O:25][CH2:24][CH2:23][O:22]2. The catalyst is C(OCC)=O. The product is [OH:2]/[CH:1]=[C:11]1\[C:10](=[O:15])[C:9]2([C:16]3[CH:21]=[CH:20][CH:19]=[CH:18][CH:17]=3)[CH:14]([CH2:13][CH2:12]\1)[CH:5]([CH3:4])[C:6]1([O:22][CH2:23][CH2:24][O:25]1)[CH2:7][CH2:8]2. The yield is 1.00. (2) The reactants are [CH2:1]([O:3][P:4](/[CH:9]=[CH:10]/[C:11]1[C:12]([O:22][CH2:23][C:24]2[CH:49]=[CH:48][C:27]([O:28][CH2:29][C:30]3[N:31]=[C:32]([C:36]4[CH:37]=[CH:38][C:39]([O:46][CH3:47])=[C:40]([CH:45]=4)[C:41]([O:43]C)=[O:42])[O:33][C:34]=3[CH3:35])=[C:26]([O:50][CH3:51])[CH:25]=2)=[N:13][N:14]([C:16]2[CH:21]=[CH:20][CH:19]=[CH:18][CH:17]=2)[CH:15]=1)([O:6][CH2:7][CH3:8])=[O:5])[CH3:2].O1CCCC1.[OH-].[Na+].Cl. The catalyst is O.C(O)C. The product is [CH2:7]([O:6][P:4](/[CH:9]=[CH:10]/[C:11]1[C:12]([O:22][CH2:23][C:24]2[CH:49]=[CH:48][C:27]([O:28][CH2:29][C:30]3[N:31]=[C:32]([C:36]4[CH:37]=[CH:38][C:39]([O:46][CH3:47])=[C:40]([CH:45]=4)[C:41]([OH:43])=[O:42])[O:33][C:34]=3[CH3:35])=[C:26]([O:50][CH3:51])[CH:25]=2)=[N:13][N:14]([C:16]2[CH:17]=[CH:18][CH:19]=[CH:20][CH:21]=2)[CH:15]=1)([O:3][CH2:1][CH3:2])=[O:5])[CH3:8]. The yield is 0.800. (3) The reactants are C([O:8][C:9]1[C:14]([CH:15]2[CH2:17][CH2:16]2)=[CH:13][N:12]2[CH:18]=[N:19][N:20]=[C:11]2[CH:10]=1)C1C=CC=CC=1. The catalyst is CO.[Pd]. The product is [CH:15]1([C:14]2[C:9]([OH:8])=[CH:10][C:11]3[N:12]([CH:18]=[N:19][N:20]=3)[CH:13]=2)[CH2:17][CH2:16]1. The yield is 0.950.